Dataset: Forward reaction prediction with 1.9M reactions from USPTO patents (1976-2016). Task: Predict the product of the given reaction. (1) Given the reactants C(OC([N:8]([CH2:21][C@@H:22]1[C@@H:26]([C:27]2[CH:32]=[CH:31][CH:30]=[CH:29][CH:28]=2)[CH2:25][N:24]([C:33]([O:35][C:36]2[CH:44]=[CH:43][CH:42]=[CH:41][C:37]=2[C:38]([OH:40])=[O:39])=[O:34])[CH2:23]1)[C@@H:9]([C:11]1[C:20]2[C:15](=[CH:16][CH:17]=[CH:18][CH:19]=2)[CH:14]=[CH:13][CH:12]=1)[CH3:10])=O)(C)(C)C.Cl.O1CCOCC1, predict the reaction product. The product is: [C:11]1([C@H:9]([NH:8][CH2:21][C@@H:22]2[C@@H:26]([C:27]3[CH:32]=[CH:31][CH:30]=[CH:29][CH:28]=3)[CH2:25][N:24]([C:33]([O:35][C:36]3[CH:44]=[CH:43][CH:42]=[CH:41][C:37]=3[C:38]([OH:40])=[O:39])=[O:34])[CH2:23]2)[CH3:10])[C:20]2[C:15](=[CH:16][CH:17]=[CH:18][CH:19]=2)[CH:14]=[CH:13][CH:12]=1. (2) Given the reactants [CH3:1][NH:2][C:3]([C:5]1[CH:10]=[C:9]([O:11][C:12]2[CH:13]=[CH:14][C:15]3[O:19][C:18]([NH:20][C:21]4[CH:26]=[CH:25][C:24]([Cl:27])=[C:23]([CH2:28][N:29]5[CH2:34][CH2:33][N:32]([CH3:35])[CH2:31][CH2:30]5)[CH:22]=4)=[N:17][C:16]=3[CH:36]=2)[CH:8]=[CH:7][N:6]=1)=[O:4].ClC1C=CC(N=C=S)=CC=1[CH2:40][N:41]1[CH2:46][CH2:42][N:41]([CH2:46][CH2:40][N:41]([CH3:46])[CH3:42])[CH2:40][CH2:42]1.C(Cl)Cl.C(Cl)CCl, predict the reaction product. The product is: [CH3:1][NH:2][C:3]([C:5]1[CH:10]=[C:9]([O:11][C:12]2[CH:13]=[CH:14][C:15]3[O:19][C:18]([NH:20][C:21]4[CH:26]=[CH:25][C:24]([Cl:27])=[C:23]([CH2:28][N:29]5[CH2:34][CH2:33][N:32]([CH2:35][CH2:40][N:41]([CH3:46])[CH3:42])[CH2:31][CH2:30]5)[CH:22]=4)=[N:17][C:16]=3[CH:36]=2)[CH:8]=[CH:7][N:6]=1)=[O:4]. (3) Given the reactants [C:1]([C:3]1[CH:8]=[CH:7][C:6]([CH2:9][CH2:10][C:11]([O:13][CH3:14])=[O:12])=[CH:5][CH:4]=1)#[CH:2].I[C:16]1[CH:17]=[N:18][CH:19]=[CH:20][CH:21]=1, predict the reaction product. The product is: [N:18]1[CH:19]=[CH:20][CH:21]=[C:16]([C:2]#[C:1][C:3]2[CH:8]=[CH:7][C:6]([CH2:9][CH2:10][C:11]([O:13][CH3:14])=[O:12])=[CH:5][CH:4]=2)[CH:17]=1.